Predict which catalyst facilitates the given reaction. From a dataset of Catalyst prediction with 721,799 reactions and 888 catalyst types from USPTO. (1) Reactant: [N:1]1[CH:6]=[CH:5][C:4]([C:7]([OH:9])=O)=[N:3][CH:2]=1.C1N=CN(C(N2C=NC=C2)=O)C=1.[NH2:22][NH2:23]. Product: [N:1]1[CH:6]=[CH:5][C:4]([C:7]([NH:22][NH2:23])=[O:9])=[N:3][CH:2]=1. The catalyst class is: 1. (2) Reactant: [Br:1][C:2]1[CH:3]=[C:4]2[C:9](=[CH:10][C:11]=1[F:12])[N:8]=[CH:7][C:6]([N+:13]([O-:15])=[O:14])=[C:5]2Cl.CCN(C(C)C)C(C)C.[NH2:26][C@H:27]1[CH2:32][CH2:31][N:30]([C:33]([O:35][C:36]([CH3:39])([CH3:38])[CH3:37])=[O:34])[CH2:29][C@@H:28]1[F:40].CCOC(C)=O.CCCCCC. Product: [Br:1][C:2]1[CH:3]=[C:4]2[C:9](=[CH:10][C:11]=1[F:12])[N:8]=[CH:7][C:6]([N+:13]([O-:15])=[O:14])=[C:5]2[NH:26][C@H:27]1[CH2:32][CH2:31][N:30]([C:33]([O:35][C:36]([CH3:38])([CH3:37])[CH3:39])=[O:34])[CH2:29][C@@H:28]1[F:40]. The catalyst class is: 3. (3) Reactant: Br[C:2]1[CH:3]=[CH:4][CH:5]=[C:6]2[C:10]=1[NH:9][CH:8]=[CH:7]2.[Li]CCCC.[CH3:16][S:17]SC. Product: [CH3:16][S:17][C:2]1[CH:3]=[CH:4][CH:5]=[C:6]2[C:10]=1[NH:9][CH:8]=[CH:7]2. The catalyst class is: 1. (4) Product: [ClH:33].[ClH:33].[NH2:21][C@@H:6]([CH2:5][C:4]1[CH:29]=[C:30]([F:32])[CH:31]=[C:2]([F:1])[CH:3]=1)[C@H:7]([OH:20])[CH2:8][NH:9][CH2:10][C:11]1[CH:16]=[CH:15][CH:14]=[C:13]([CH:17]([CH3:19])[CH3:18])[CH:12]=1. The catalyst class is: 12. Reactant: [F:1][C:2]1[CH:3]=[C:4]([CH:29]=[C:30]([F:32])[CH:31]=1)[CH2:5][C@H:6]([NH:21]C(=O)OC(C)(C)C)[C@H:7]([OH:20])[CH2:8][NH:9][CH2:10][C:11]1[CH:16]=[CH:15][CH:14]=[C:13]([CH:17]([CH3:19])[CH3:18])[CH:12]=1.[ClH:33]. (5) Reactant: Br[C:2]1[S:3][CH:4]=[CH:5][CH:6]=1.C([Li])(C)(C)C.[CH2:12]([C@@H:14]1[O:16][CH2:15]1)[Cl:13]. Product: [Cl:13][CH2:12][C@H:14]([OH:16])[CH2:15][C:2]1[S:3][CH:4]=[CH:5][CH:6]=1. The catalyst class is: 28. (6) Reactant: [NH:1]1[C:9]2[C:4](=[CH:5][CH:6]=[CH:7][C:8]=2[C:10]([O:12][CH3:13])=[O:11])[CH:3]=[CH:2]1.[H-].[H-].[H-].[H-].[Li+].[Al+3]. Product: [NH:1]1[C:9]2[C:4](=[CH:5][CH:6]=[CH:7][C:8]=2[C:10]([O:12][CH3:13])=[O:11])[CH:3]=[CH:2]1.[NH:1]1[C:9]2[C:4](=[CH:5][CH:6]=[CH:7][C:8]=2[CH2:10][OH:11])[CH:3]=[CH:2]1. The catalyst class is: 1. (7) Reactant: [CH2:1]([C:11]1[O:20][C:14]2=[N:15][C:16](=[O:19])[NH:17][CH:18]=[C:13]2[CH:12]=1)[CH2:2][CH2:3][CH2:4][CH2:5][CH2:6][CH2:7][CH2:8][CH2:9][CH3:10].C(=O)([O-])[O-].[K+].[K+].Br[CH2:28][CH:29]1[CH2:34][CH2:33][CH2:32][CH2:31][O:30]1. Product: [CH2:1]([C:11]1[O:20][C:14]2[N:15]=[C:16]([O:19][CH2:28][CH:29]3[CH2:34][CH2:33][CH2:32][CH2:31][O:30]3)[N:17]=[CH:18][C:13]=2[CH:12]=1)[CH2:2][CH2:3][CH2:4][CH2:5][CH2:6][CH2:7][CH2:8][CH2:9][CH3:10]. The catalyst class is: 3. (8) Reactant: [H-].[Na+].[OH:3][C:4]1[CH:9]=[CH:8][CH:7]=[CH:6][C:5]=1[N:10]1[CH2:15][CH2:14][C:13]([C:18]2[CH:23]=[CH:22][CH:21]=[C:20]([O:24][CH3:25])[CH:19]=2)([C:16]#[N:17])[CH2:12][CH2:11]1.Br[CH2:27][CH2:28][O:29][CH3:30].[Cl-].[NH4+]. Product: [CH3:30][O:29][CH2:28][CH2:27][O:3][C:4]1[CH:9]=[CH:8][CH:7]=[CH:6][C:5]=1[N:10]1[CH2:11][CH2:12][C:13]([C:18]2[CH:23]=[CH:22][CH:21]=[C:20]([O:24][CH3:25])[CH:19]=2)([C:16]#[N:17])[CH2:14][CH2:15]1. The catalyst class is: 9.